This data is from Reaction yield outcomes from USPTO patents with 853,638 reactions. The task is: Predict the reaction yield, written as a fraction of the theoretical maximum amount of product (1.0 means a 100% yield; for example, 0.34 means a 34% yield). The reactants are [Cl:1][C:2]1[CH:21]=[C:20]([Cl:22])[CH:19]=[CH:18][C:3]=1[CH2:4][N:5]1[C:9]([C:10](OC)=[O:11])=[CH:8][C:7]([O:14][CH:15]([CH3:17])[CH3:16])=[N:6]1.[H-].[Al+3].[Li+].[H-].[H-].[H-].C(O)C.[Cl-].[NH4+]. The catalyst is O1CCCC1. The product is [Cl:1][C:2]1[CH:21]=[C:20]([Cl:22])[CH:19]=[CH:18][C:3]=1[CH2:4][N:5]1[C:9]([CH2:10][OH:11])=[CH:8][C:7]([O:14][CH:15]([CH3:17])[CH3:16])=[N:6]1. The yield is 0.960.